Dataset: NCI-60 drug combinations with 297,098 pairs across 59 cell lines. Task: Regression. Given two drug SMILES strings and cell line genomic features, predict the synergy score measuring deviation from expected non-interaction effect. (1) Drug 1: C1CC(C1)(C2=CC=C(C=C2)C3=C(C=C4C(=N3)C=CN5C4=NNC5=O)C6=CC=CC=C6)N. Drug 2: CN1C=C(C=N1)C2=C3N=C(C(=C(N3N=C2)N)Br)C4CCCNC4. Cell line: OVCAR3. Synergy scores: CSS=62.5, Synergy_ZIP=-0.914, Synergy_Bliss=-1.09, Synergy_Loewe=3.89, Synergy_HSA=7.78. (2) Drug 1: CC1=C(C(=O)C2=C(C1=O)N3CC4C(C3(C2COC(=O)N)OC)N4)N. Drug 2: CC(C)CN1C=NC2=C1C3=CC=CC=C3N=C2N. Cell line: HS 578T. Synergy scores: CSS=7.14, Synergy_ZIP=-5.19, Synergy_Bliss=-1.29, Synergy_Loewe=-2.07, Synergy_HSA=-0.758. (3) Drug 1: CC1=C2C(C(=O)C3(C(CC4C(C3C(C(C2(C)C)(CC1OC(=O)C(C(C5=CC=CC=C5)NC(=O)OC(C)(C)C)O)O)OC(=O)C6=CC=CC=C6)(CO4)OC(=O)C)OC)C)OC. Drug 2: CC1=C(C=C(C=C1)NC(=O)C2=CC=C(C=C2)CN3CCN(CC3)C)NC4=NC=CC(=N4)C5=CN=CC=C5. Cell line: A549. Synergy scores: CSS=38.6, Synergy_ZIP=4.08, Synergy_Bliss=2.45, Synergy_Loewe=-26.4, Synergy_HSA=0.974. (4) Drug 1: C1=C(C(=O)NC(=O)N1)N(CCCl)CCCl. Drug 2: CC1=C(C(CCC1)(C)C)C=CC(=CC=CC(=CC(=O)O)C)C. Cell line: HOP-92. Synergy scores: CSS=39.6, Synergy_ZIP=1.58, Synergy_Bliss=6.54, Synergy_Loewe=12.6, Synergy_HSA=10.5. (5) Drug 1: CN1C(=O)N2C=NC(=C2N=N1)C(=O)N. Drug 2: CCN(CC)CCNC(=O)C1=C(NC(=C1C)C=C2C3=C(C=CC(=C3)F)NC2=O)C. Cell line: SNB-19. Synergy scores: CSS=-3.44, Synergy_ZIP=2.90, Synergy_Bliss=2.29, Synergy_Loewe=-2.59, Synergy_HSA=-3.79. (6) Drug 1: C1CCC(C1)C(CC#N)N2C=C(C=N2)C3=C4C=CNC4=NC=N3. Drug 2: CCC1=C2CN3C(=CC4=C(C3=O)COC(=O)C4(CC)O)C2=NC5=C1C=C(C=C5)O. Cell line: OVCAR-8. Synergy scores: CSS=40.0, Synergy_ZIP=5.95, Synergy_Bliss=6.35, Synergy_Loewe=-26.9, Synergy_HSA=4.98. (7) Drug 1: CC(C)(C#N)C1=CC(=CC(=C1)CN2C=NC=N2)C(C)(C)C#N. Drug 2: CC1=C2C(C(=O)C3(C(CC4C(C3C(C(C2(C)C)(CC1OC(=O)C(C(C5=CC=CC=C5)NC(=O)OC(C)(C)C)O)O)OC(=O)C6=CC=CC=C6)(CO4)OC(=O)C)O)C)O. Cell line: SK-MEL-28. Synergy scores: CSS=-12.7, Synergy_ZIP=6.59, Synergy_Bliss=-0.887, Synergy_Loewe=-17.3, Synergy_HSA=-17.7. (8) Drug 1: C1=CC=C(C(=C1)C(C2=CC=C(C=C2)Cl)C(Cl)Cl)Cl. Synergy scores: CSS=-0.609, Synergy_ZIP=-0.442, Synergy_Bliss=-3.00, Synergy_Loewe=-1.25, Synergy_HSA=-4.73. Cell line: DU-145. Drug 2: COC1=NC(=NC2=C1N=CN2C3C(C(C(O3)CO)O)O)N. (9) Drug 1: CC1OCC2C(O1)C(C(C(O2)OC3C4COC(=O)C4C(C5=CC6=C(C=C35)OCO6)C7=CC(=C(C(=C7)OC)O)OC)O)O. Synergy scores: CSS=59.2, Synergy_ZIP=-0.314, Synergy_Bliss=-0.465, Synergy_Loewe=-29.2, Synergy_HSA=-0.0708. Cell line: SR. Drug 2: C1CN(P(=O)(OC1)NCCCl)CCCl.